From a dataset of Forward reaction prediction with 1.9M reactions from USPTO patents (1976-2016). Predict the product of the given reaction. Given the reactants Cl[C:2]1[C:11]2[CH2:10][N:9]([C@H:12]([C:23]([CH3:26])([CH3:25])[CH3:24])[C:13]([O:15]CC3C=CC=CC=3)=[O:14])[C:8](=[O:27])[C:7]3=[CH:28][N:29]([S:30]([C:33]4[CH:39]=[CH:38][C:36]([CH3:37])=[CH:35][CH:34]=4)(=[O:32])=[O:31])[C:5]([C:6]=23)=[N:4][CH:3]=1.[CH3:40][Al](C)C, predict the reaction product. The product is: [CH3:25][C:23]([CH3:24])([CH3:26])[C@@H:12]([N:9]1[C:8](=[O:27])[C:7]2=[CH:28][N:29]([S:30]([C:33]3[CH:39]=[CH:38][C:36]([CH3:37])=[CH:35][CH:34]=3)(=[O:31])=[O:32])[C:5]3[C:6]2=[C:11]([C:2]([CH3:40])=[CH:3][N:4]=3)[CH2:10]1)[C:13]([OH:15])=[O:14].